From a dataset of Full USPTO retrosynthesis dataset with 1.9M reactions from patents (1976-2016). Predict the reactants needed to synthesize the given product. (1) Given the product [S:36]1[CH:40]=[CH:39][CH:38]=[C:37]1[CH2:41][C:42]1[N:43]([CH:11]2[CH2:16][CH2:15][N:14]([C:17]3[CH:22]=[CH:21][C:20]([N:23]4[CH2:27][C@H:26]([CH2:28][NH:29][C:30](=[O:32])[CH3:31])[O:25][C:24]4=[O:33])=[CH:19][C:18]=3[F:34])[CH2:13][CH2:12]2)[N:44]=[N:45][N:46]=1, predict the reactants needed to synthesize it. The reactants are: C1(C)C=CC(S(O[CH:11]2[CH2:16][CH2:15][N:14]([C:17]3[CH:22]=[CH:21][C:20]([N:23]4[CH2:27][C@H:26]([CH2:28][NH:29][C:30](=[O:32])[CH3:31])[O:25][C:24]4=[O:33])=[CH:19][C:18]=3[F:34])[CH2:13][CH2:12]2)(=O)=O)=CC=1.[S:36]1[CH:40]=[CH:39][CH:38]=[C:37]1[CH2:41][C:42]1[NH:46][N:45]=[N:44][N:43]=1.C([O-])([O-])=O.[K+].[K+]. (2) Given the product [CH3:1][O:2][C:3]1[CH:11]=[C:10]2[C:6]([CH2:7][C:8](=[O:12])[N:9]2[C:26]2[CH:31]=[CH:30][CH:29]=[CH:28][CH:27]=2)=[CH:5][CH:4]=1, predict the reactants needed to synthesize it. The reactants are: [CH3:1][O:2][C:3]1[CH:11]=[C:10]2[C:6]([CH2:7][C:8](=[O:12])[NH:9]2)=[CH:5][CH:4]=1.CNCCNC.C(=O)([O-])[O-].[K+].[K+].I[C:26]1[CH:31]=[CH:30][CH:29]=[CH:28][CH:27]=1. (3) Given the product [Cl:1][C:2]1[C:3]([CH3:35])=[C:4]([NH:8][C:9]2[N:14]3[N:15]=[CH:16][C:17]([C:18]([NH:41][S:38]([CH2:36][CH3:37])(=[O:40])=[O:39])=[O:19])=[C:13]3[N:12]=[CH:11][C:10]=2[C:21]([N:23]2[CH2:28][CH2:27][CH:26]([C:29]3[CH:30]=[CH:31][CH:32]=[CH:33][CH:34]=3)[CH2:25][CH2:24]2)=[O:22])[CH:5]=[CH:6][CH:7]=1, predict the reactants needed to synthesize it. The reactants are: [Cl:1][C:2]1[C:3]([CH3:35])=[C:4]([NH:8][C:9]2[N:14]3[N:15]=[CH:16][C:17]([C:18](O)=[O:19])=[C:13]3[N:12]=[CH:11][C:10]=2[C:21]([N:23]2[CH2:28][CH2:27][CH:26]([C:29]3[CH:34]=[CH:33][CH:32]=[CH:31][CH:30]=3)[CH2:25][CH2:24]2)=[O:22])[CH:5]=[CH:6][CH:7]=1.[CH2:36]([S:38]([NH2:41])(=[O:40])=[O:39])[CH3:37]. (4) Given the product [F:24][C:22]([F:25])([F:23])[C:17]([C:14]1[CH:15]=[CH:16][C:11]([N:8]2[CH2:9][CH2:10][N:5]([C:3](=[O:4])[CH2:2][N:46]3[C:45](=[O:50])[C:44]([C:41]4[CH:40]=[CH:39][C:38]([O:37][CH:35]([CH3:34])[CH3:36])=[CH:43][N:42]=4)([CH3:51])[NH:48][C:47]3=[O:49])[C@@H:6]([CH3:33])[CH2:7]2)=[C:12]([CH2:30][CH2:31][CH3:32])[CH:13]=1)([OH:26])[C:18]([F:19])([F:21])[F:20], predict the reactants needed to synthesize it. The reactants are: Br[CH2:2][C:3]([N:5]1[CH2:10][CH2:9][N:8]([C:11]2[CH:16]=[CH:15][C:14]([C:17]([O:26]COC)([C:22]([F:25])([F:24])[F:23])[C:18]([F:21])([F:20])[F:19])=[CH:13][C:12]=2[CH2:30][CH2:31][CH3:32])[CH2:7][C@@H:6]1[CH3:33])=[O:4].[CH3:34][CH:35]([O:37][C:38]1[CH:39]=[CH:40][C:41]([C:44]2([CH3:51])[NH:48][C:47](=[O:49])[NH:46][C:45]2=[O:50])=[N:42][CH:43]=1)[CH3:36].